From a dataset of Forward reaction prediction with 1.9M reactions from USPTO patents (1976-2016). Predict the product of the given reaction. (1) Given the reactants [C:1]([C:5]1[CH:12]=[CH:11][C:8]([CH:9]=O)=[CH:7][CH:6]=1)([CH3:4])([CH3:3])[CH3:2].Cl.[F:14][C:15]1[CH:16]=[C:17]([CH2:25][CH2:26][NH2:27])[CH:18]=[C:19]([C:21]([F:24])([F:23])[F:22])[CH:20]=1.C(=O)([O-])[O-].[K+].[K+].[BH4-].[Na+].Cl, predict the reaction product. The product is: [C:1]([C:5]1[CH:12]=[CH:11][C:8]([CH2:9][NH:27][CH2:26][CH2:25][C:17]2[CH:18]=[C:19]([C:21]([F:22])([F:23])[F:24])[CH:20]=[C:15]([F:14])[CH:16]=2)=[CH:7][CH:6]=1)([CH3:4])([CH3:3])[CH3:2]. (2) Given the reactants [OH:1][C:2]1[C:3]2[C:4]3[C:5]([C:20](=[O:30])[N:21]([C:23]4[CH:28]=[CH:27][CH:26]=[CH:25][C:24]=4[CH3:29])[N:22]=3)=[CH:6][N:7]([CH2:12][C:13]3[CH:18]=[CH:17][CH:16]=[CH:15][C:14]=3I)[C:8]=2[CH:9]=[CH:10][CH:11]=1.[CH3:31][C:32]1[CH:37]=[CH:36][C:35](B(O)O)=[CH:34][N:33]=1.C(=O)([O-])[O-].[Cs+].[Cs+].CC1C=CC(B(O)O)=CN=1.B(O)O.C(=O)(O)[O-].[Na+], predict the reaction product. The product is: [OH:1][C:2]1[C:3]2[C:4]3[C:5]([C:20](=[O:30])[N:21]([C:23]4[CH:28]=[CH:27][CH:26]=[CH:25][C:24]=4[CH3:29])[N:22]=3)=[CH:6][N:7]([CH2:12][C:13]3[CH:18]=[CH:17][C:16]([C:35]4[CH:34]=[N:33][C:32]([CH3:31])=[CH:37][CH:36]=4)=[CH:15][CH:14]=3)[C:8]=2[CH:9]=[CH:10][CH:11]=1. (3) Given the reactants [Cl:1][C:2]1[CH:3]=[N:4][CH:5]=[CH:6][C:7]=1[CH:8]([S:17][C:18]1[CH:23]=[CH:22][C:21]([Cl:24])=[CH:20][CH:19]=1)[C:9]1[CH:14]=[C:13]([F:15])[CH:12]=[CH:11][C:10]=1[F:16].ClC1C=CC=C(C(OO)=[O:33])C=1, predict the reaction product. The product is: [Cl:1][C:2]1[CH:3]=[N:4][CH:5]=[CH:6][C:7]=1[CH:8]([S:17]([C:18]1[CH:23]=[CH:22][C:21]([Cl:24])=[CH:20][CH:19]=1)=[O:33])[C:9]1[CH:14]=[C:13]([F:15])[CH:12]=[CH:11][C:10]=1[F:16]. (4) The product is: [CH:30]1([CH2:29][O:28][C:22]2[CH:23]=[C:24]([F:27])[CH:25]=[CH:26][C:21]=2[C:20]2[CH:19]=[CH:18][N:17]=[C:16]3[C:12]([C:10]([NH:9][C@H:6]4[CH2:7][CH2:8][C@@H:3]([NH:2][C:38](=[O:37])[CH2:39][OH:40])[CH2:4][CH2:5]4)=[O:11])=[C:13]([CH3:33])[NH:14][C:15]=23)[CH2:31][CH2:32]1. Given the reactants Cl.[NH2:2][C@@H:3]1[CH2:8][CH2:7][C@H:6]([NH:9][C:10]([C:12]2[C:16]3=[N:17][CH:18]=[CH:19][C:20]([C:21]4[CH:26]=[CH:25][C:24]([F:27])=[CH:23][C:22]=4[O:28][CH2:29][CH:30]4[CH2:32][CH2:31]4)=[C:15]3[NH:14][C:13]=2[CH3:33])=[O:11])[CH2:5][CH2:4]1.C([O:37][CH2:38][C:39](Cl)=[O:40])(=O)C, predict the reaction product. (5) Given the reactants C(OC([N:8]1[CH2:13][CH2:12][CH2:11][C@@H:10]([O:14][C:15]2[CH:16]=[N:17][CH:18]=[C:19]([Br:21])[CH:20]=2)[CH2:9]1)=O)(C)(C)C, predict the reaction product. The product is: [Br:21][C:19]1[CH:18]=[N:17][CH:16]=[C:15]([O:14][C@@H:10]2[CH2:11][CH2:12][CH2:13][NH:8][CH2:9]2)[CH:20]=1.